Dataset: Full USPTO retrosynthesis dataset with 1.9M reactions from patents (1976-2016). Task: Predict the reactants needed to synthesize the given product. (1) Given the product [CH:8]1([C:3]2[C:2]([B:20]3[O:24][C:23]([CH3:26])([CH3:25])[C:22]([CH3:28])([CH3:27])[O:21]3)=[CH:6][N:5]([CH3:7])[N:4]=2)[CH2:10][CH2:9]1, predict the reactants needed to synthesize it. The reactants are: Br[C:2]1[C:3]([CH:8]2[CH2:10][CH2:9]2)=[N:4][N:5]([CH3:7])[CH:6]=1.[Li]CCCC.C(O[B:20]1[O:24][C:23]([CH3:26])([CH3:25])[C:22]([CH3:28])([CH3:27])[O:21]1)(C)C. (2) Given the product [CH:29]([C:28]1[CH:31]=[CH:32][C:25]([O:1][C:2]2[C:11]3[C:6](=[CH:7][C:8]([O:12][CH3:13])=[CH:9][CH:10]=3)[CH:5]=[CH:4][C:3]=2[C:14]2[CH:19]=[CH:18][CH:17]=[C:16]([O:20][CH3:21])[CH:15]=2)=[CH:26][CH:27]=1)=[O:30], predict the reactants needed to synthesize it. The reactants are: [OH:1][C:2]1[C:11]2[C:6](=[CH:7][C:8]([O:12][CH3:13])=[CH:9][CH:10]=2)[CH:5]=[CH:4][C:3]=1[C:14]1[CH:19]=[CH:18][CH:17]=[C:16]([O:20][CH3:21])[CH:15]=1.[H-].[Na+].F[C:25]1[CH:32]=[CH:31][C:28]([CH:29]=[O:30])=[CH:27][CH:26]=1.